From a dataset of Blood-brain barrier permeability regression values from the B3DB database. Regression/Classification. Given a drug SMILES string, predict its absorption, distribution, metabolism, or excretion properties. Task type varies by dataset: regression for continuous measurements (e.g., permeability, clearance, half-life) or binary classification for categorical outcomes (e.g., BBB penetration, CYP inhibition). For this dataset (b3db_regression), we predict Y. The compound is CCC1C(=O)N(CC(=O)N(C(C(=O)NC(C(=O)N(C(C(=O)NC(C(=O)NC(C(=O)N(C(C(=O)N(C(C(=O)N(C(C(=O)N(C(C(=O)N1)C(C(C)C/C=C/C)O)C)C(C)C)C)CC(C)C)C)CC(C)C)C)C)C)CC(C)C)C)C(C)C)CC(C)C)C)C. The Y is -0.700 log(BB ratio).